Dataset: Peptide-MHC class I binding affinity with 185,985 pairs from IEDB/IMGT. Task: Regression. Given a peptide amino acid sequence and an MHC pseudo amino acid sequence, predict their binding affinity value. This is MHC class I binding data. (1) The peptide sequence is LSTLNFNNLR. The MHC is HLA-A33:01 with pseudo-sequence HLA-A33:01. The binding affinity (normalized) is 0.322. (2) The peptide sequence is LFNIAQRIL. The MHC is HLA-A02:02 with pseudo-sequence HLA-A02:02. The binding affinity (normalized) is 0.122. (3) The peptide sequence is YLVAYQATI. The MHC is HLA-A02:01 with pseudo-sequence HLA-A02:01. The binding affinity (normalized) is 0.711. (4) The peptide sequence is FSSLPSYAAY. The MHC is HLA-A26:01 with pseudo-sequence HLA-A26:01. The binding affinity (normalized) is 0.486.